Regression. Given two drug SMILES strings and cell line genomic features, predict the synergy score measuring deviation from expected non-interaction effect. From a dataset of NCI-60 drug combinations with 297,098 pairs across 59 cell lines. Drug 1: C1C(C(OC1N2C=C(C(=O)NC2=O)F)CO)O. Drug 2: CC(C)(C#N)C1=CC(=CC(=C1)CN2C=NC=N2)C(C)(C)C#N. Cell line: MDA-MB-231. Synergy scores: CSS=15.7, Synergy_ZIP=-2.09, Synergy_Bliss=4.78, Synergy_Loewe=1.67, Synergy_HSA=2.33.